Dataset: TCR-epitope binding with 47,182 pairs between 192 epitopes and 23,139 TCRs. Task: Binary Classification. Given a T-cell receptor sequence (or CDR3 region) and an epitope sequence, predict whether binding occurs between them. The epitope is RAKFKQLL. The TCR CDR3 sequence is CASSSTSGPYNEQFF. Result: 1 (the TCR binds to the epitope).